Dataset: Forward reaction prediction with 1.9M reactions from USPTO patents (1976-2016). Task: Predict the product of the given reaction. (1) Given the reactants [BH4-].[Na+].[O:3]=[C:4]1[CH:11]2[CH2:12][C:7]3([C:14]([NH:16][C@H:17]4[CH2:22][CH2:21][CH2:20][N:19]([C:23]([O:25][CH2:26][C:27]5[CH:32]=[CH:31][CH:30]=[CH:29][CH:28]=5)=[O:24])[CH2:18]4)=[O:15])[CH2:8][CH:9]([CH2:13][CH:5]1[CH2:6]3)[CH2:10]2.CO, predict the reaction product. The product is: [OH:3][CH:4]1[CH:11]2[CH2:12][C:7]3([C:14]([NH:16][C@H:17]4[CH2:22][CH2:21][CH2:20][N:19]([C:23]([O:25][CH2:26][C:27]5[CH:32]=[CH:31][CH:30]=[CH:29][CH:28]=5)=[O:24])[CH2:18]4)=[O:15])[CH2:8][CH:9]([CH2:13][CH:5]1[CH2:6]3)[CH2:10]2. (2) Given the reactants C([Li])CCC.C(NC(C)C)(C)C.[F:13][C:14]1[CH:19]=[CH:18][CH:17]=[C:16]([F:20])[N:15]=1.[I:21]I.S([O-])([O-])=O.[Na+].[Na+], predict the reaction product. The product is: [F:13][C:14]1[C:19]([I:21])=[CH:18][CH:17]=[C:16]([F:20])[N:15]=1. (3) Given the reactants [F:1][C:2]([F:10])([F:9])[C:3]1[NH:7][N:6]=[C:5]([NH2:8])[N:4]=1.[O:11]1[C:15]2([CH2:20][CH2:19][C:18](=O)[CH2:17][CH2:16]2)[O:14][CH2:13][CH2:12]1.C(O[BH-](OC(=O)C)OC(=O)C)(=O)C.[Na+], predict the reaction product. The product is: [O:11]1[C:15]2([CH2:20][CH2:19][CH:18]([NH:8][C:5]3[N:4]=[C:3]([C:2]([F:10])([F:9])[F:1])[NH:7][N:6]=3)[CH2:17][CH2:16]2)[O:14][CH2:13][CH2:12]1.